From a dataset of Peptide-MHC class II binding affinity with 134,281 pairs from IEDB. Regression. Given a peptide amino acid sequence and an MHC pseudo amino acid sequence, predict their binding affinity value. This is MHC class II binding data. (1) The peptide sequence is INELIASGSEKLASV. The binding affinity (normalized) is 0.268. The MHC is HLA-DPA10103-DPB10401 with pseudo-sequence HLA-DPA10103-DPB10401. (2) The peptide sequence is EDNFFLFGAKADQVA. The MHC is DRB5_0101 with pseudo-sequence DRB5_0101. The binding affinity (normalized) is 0.338. (3) The peptide sequence is HDWILADKRPTAWFL. The MHC is DRB3_0301 with pseudo-sequence DRB3_0301. The binding affinity (normalized) is 1.00. (4) The peptide sequence is PEHRQLANAIFKLTYQN. The MHC is DRB1_0404 with pseudo-sequence DRB1_0404. The binding affinity (normalized) is 0.272. (5) The peptide sequence is VTEGERTVRVLDTVE. The MHC is DRB1_0801 with pseudo-sequence DRB1_0801. The binding affinity (normalized) is 0.325. (6) The binding affinity (normalized) is 0.334. The peptide sequence is GELQIVDKIDAAFKM. The MHC is DRB3_0101 with pseudo-sequence DRB3_0101. (7) The peptide sequence is SGHAFGAMAKKGDEQ. The MHC is HLA-DQA10501-DQB10201 with pseudo-sequence HLA-DQA10501-DQB10201. The binding affinity (normalized) is 0.0691. (8) The peptide sequence is AVVCGRRHGVRIRVR. The MHC is DRB1_1101 with pseudo-sequence DRB1_1101. The binding affinity (normalized) is 0.591. (9) The MHC is DRB3_0202 with pseudo-sequence DRB3_0202. The binding affinity (normalized) is 0.213. The peptide sequence is EVVDYLGIPASARPV.